Dataset: Experimentally validated miRNA-target interactions with 360,000+ pairs, plus equal number of negative samples. Task: Binary Classification. Given a miRNA mature sequence and a target amino acid sequence, predict their likelihood of interaction. (1) The miRNA is hsa-miR-3941 with sequence UUACACACAACUGAGGAUCAUA. The protein sequence of the target gene is MSGGTPYIGSKISLISKAEIRYEGILYTIDTENSTVALAKVRSFGTEDRPTDRPIPPRDEVFEYIIFRGSDIKDLTVCEPPKPQCSLPQDPAIVQSSLGSSTSSFQSMGSYGPFGRMPTYSQFSPSSLVGQQFGAVGVAGSSLTSFGTETSNSGTLPQSSAVGSAFTQDTRSLKTQLSQGRSSPQLDPLRKSPTMEQAVQTASAHLPAPAAVGRRSPVSTRPLPSASQKAGENQEHRRAEVHKVSRPENEQLRNDNKRQVAPGAPSAPRRGRGGHRGGRGRFGIRRDGPMKFEKDFDFES.... Result: 1 (interaction). (2) The miRNA is hsa-miR-4477b with sequence AUUAAGGACAUUUGUGAUUGAU. The protein sequence of the target gene is MEPAERAGVGEPPEPGGRPEPGPRGFVPQKEIVYNKLLPYAERLDAESDLQLAQIKCNLGRAVQLQELWPGGLFWTRKLSTYIRLYGRKFSKEDHVLFIKLLYELVSIPKLEISMMQGFARLLINLLKKKELLSRADLELPWRPLYDMVERILYSKTEHLGLNWFPNSVENILKTLVKSCRPYFPADATAEMLEEWRPLMCPFDVTMQKAITYFEIFLPTSLPPELHHKGFKLWFDELIGLWVSVQNLPQWEGQLVNLFARLATDNIGYIDWDPYVPKIFTRILRSLNLPVGSSQVLVPR.... Result: 1 (interaction). (3) The miRNA is mmu-miR-211-5p with sequence UUCCCUUUGUCAUCCUUUGCCU. The protein sequence of the target gene is MPPPLPLLLLTVLVVAAARPGCEFERNPAGECHRPPAADSATCVDLQLRTCSDAAYNHTTFPNLLQHRSWEVVEASSEYILLSVLHQLLEGQCNPDLRLLGCAVLAPRCEGGWVRRPCRHICEGLREVCQPAFDAIDMAWPYFLDCHRYFTREDEGCYDPLEKLRGGLEADEALPSGLPPTFIRFSHHSYAQMVRVLRRTASRCAHVARTYSIGRSFDGRELLVIEFSSRPGQHELMEPEVKLIGNIHGNEVAGREMLIYLAQYLCSEYLLGNPRIQRLLNTTRIHLLPSMNPDGYEVAA.... Result: 0 (no interaction). (4) The miRNA is hsa-miR-335-5p with sequence UCAAGAGCAAUAACGAAAAAUGU. The protein sequence of the target gene is MPKTMHFLFRFIVFFYLWGLFTAQRQKKEESTEEVKIEVLHRPENCSKTSKKGDLLNAHYDGYLAKDGSKFYCSRTQNEGHPKWFVLGVGQVIKGLDIAMTDMCPGEKRKVVIPPSFAYGKEGYAEGKIPPDATLIFEIELYAVTKGPRSIETFKQIDMDNDRQLSKAEINLYLQREFEKDEKPRDKSYQDAVLEDIFKKNDHDGDGFISPKEYNVYQHDEL. Result: 1 (interaction). (5) The miRNA is hsa-miR-5591-3p with sequence AUACCCAUAGCUUAGCUCCCA. The protein sequence of the target gene is MVQSCSAYGCKNRYDKDKPVSFHKFPLTRPSLCKQWEAAVKRKNFKPTKYSSICSEHFTPDCFKRECNNKLLKENAVPTIFLYIEPHEKKEDLESQEQLPSPSPPASQVDAAIGLLMPPLQTPDNLSVFCDHNYTVEDTMHQRKRILQLEQQVEKLRKKLKTAQQRCRRQERQLEKLKEVVHFQREKDDASERGYVILPNDYFEIVEVPA. Result: 0 (no interaction).